The task is: Predict the product of the given reaction.. This data is from Forward reaction prediction with 1.9M reactions from USPTO patents (1976-2016). (1) Given the reactants [CH3:1][O:2][C:3]1[CH:8]=[CH:7][CH:6]=[CH:5][C:4]=1[C:9]1[N:17]2[C:12]([CH:13]=[N:14][C:15](OS(C(F)(F)F)(=O)=O)=[N:16]2)=[CH:11][CH:10]=1.[NH2:26][C:27]1[CH:36]=[C:35]2[C:30]([CH2:31][CH2:32][C:33](=[O:37])[NH:34]2)=[CH:29][CH:28]=1, predict the reaction product. The product is: [CH3:1][O:2][C:3]1[CH:8]=[CH:7][CH:6]=[CH:5][C:4]=1[C:9]1[N:17]2[C:12]([CH:13]=[N:14][C:15]([NH:26][C:27]3[CH:36]=[C:35]4[C:30]([CH2:31][CH2:32][C:33](=[O:37])[NH:34]4)=[CH:29][CH:28]=3)=[N:16]2)=[CH:11][CH:10]=1. (2) Given the reactants [F:1][C:2]([F:12])([F:11])[O:3][C:4]1[CH:10]=[CH:9][C:7]([NH2:8])=[CH:6][CH:5]=1.N1C=CC=CC=1.[C:19]([C:22]1[CH:27]=[CH:26][C:25]([S:28](Cl)(=[O:30])=[O:29])=[CH:24][CH:23]=1)(=[O:21])[CH3:20], predict the reaction product. The product is: [C:19]([C:22]1[CH:23]=[CH:24][C:25]([S:28]([NH:8][C:7]2[CH:9]=[CH:10][C:4]([O:3][C:2]([F:11])([F:12])[F:1])=[CH:5][CH:6]=2)(=[O:30])=[O:29])=[CH:26][CH:27]=1)(=[O:21])[CH3:20]. (3) Given the reactants [CH3:1][C:2]1[CH:11]=[CH:10][C:9]([N:12]2[CH2:17][CH2:16][N:15]([CH3:18])[CH2:14][CH2:13]2)=[C:8]2[C:3]=1[CH2:4][CH2:5][C@@H:6]([NH2:19])[CH2:7]2.C(N(CC)CC)C.[C:27]1([S:33](Cl)(=[O:35])=[O:34])[CH:32]=[CH:31][CH:30]=[CH:29][CH:28]=1, predict the reaction product. The product is: [CH3:1][C:2]1[CH:11]=[CH:10][C:9]([N:12]2[CH2:13][CH2:14][N:15]([CH3:18])[CH2:16][CH2:17]2)=[C:8]2[C:3]=1[CH2:4][CH2:5][C@@H:6]([NH:19][S:33]([C:27]1[CH:32]=[CH:31][CH:30]=[CH:29][CH:28]=1)(=[O:35])=[O:34])[CH2:7]2. (4) Given the reactants [NH:1]([C:15]([O:17][C:18]([CH3:21])([CH3:20])[CH3:19])=[O:16])[C@@H:2]([C:8]([O:10][C:11]([CH3:14])([CH3:13])[CH3:12])=[O:9])[CH2:3][CH2:4][C:5](=[O:7])O.ON1C(=O)CCC1=O.CCN=C=NCCCN(C)C.Cl.Cl.CCN(C(C)C)C(C)C.[NH2:52][C@@H:53]([C:64]([O:66][CH:67]([CH3:69])[CH3:68])=[O:65])[CH2:54][C:55]1[C:63]2[C:58](=[CH:59][CH:60]=[CH:61][CH:62]=2)[NH:57][CH:56]=1.Cl, predict the reaction product. The product is: [NH:1]([C:15]([O:17][C:18]([CH3:21])([CH3:20])[CH3:19])=[O:16])[C@@H:2]([C:8]([O:10][C:11]([CH3:14])([CH3:13])[CH3:12])=[O:9])[CH2:3][CH2:4][C:5]([NH:52][C@@H:53]([C:64]([O:66][CH:67]([CH3:69])[CH3:68])=[O:65])[CH2:54][C:55]1[C:63]2[C:58](=[CH:59][CH:60]=[CH:61][CH:62]=2)[NH:57][CH:56]=1)=[O:7]. (5) Given the reactants [N+:1]([C:4]1[CH:5]=[C:6]2[C:10](=[CH:11][CH:12]=1)[NH:9][NH:8][C:7]2=[O:13])([O-:3])=[O:2].Cl.Cl[CH2:16][C:17]1[CH:22]=[CH:21][CH:20]=[CH:19][N:18]=1.[OH-].[Na+].Cl, predict the reaction product. The product is: [N+:1]([C:4]1[CH:5]=[C:6]2[C:10](=[CH:11][CH:12]=1)[N:9]([CH2:16][C:17]1[CH:22]=[CH:21][CH:20]=[CH:19][N:18]=1)[NH:8][C:7]2=[O:13])([O-:3])=[O:2]. (6) Given the reactants Cl[C:2]1[CH:7]=[C:6]([Cl:8])[N:5]=[CH:4][C:3]=1[C:9]([N:11]1[CH2:16][CH2:15][CH:14]([C:17]2[CH:22]=[CH:21][C:20]([F:23])=[CH:19][CH:18]=2)[CH2:13][CH2:12]1)=[O:10].[CH2:24]1[C:32]2[C:27](=[CH:28][C:29]([NH2:33])=[CH:30][CH:31]=2)[CH2:26][O:25]1, predict the reaction product. The product is: [Cl:8][C:6]1[N:5]=[CH:4][C:3]([C:9]([N:11]2[CH2:16][CH2:15][CH:14]([C:17]3[CH:22]=[CH:21][C:20]([F:23])=[CH:19][CH:18]=3)[CH2:13][CH2:12]2)=[O:10])=[C:2]([NH:33][C:29]2[CH:28]=[C:27]3[C:32](=[CH:31][CH:30]=2)[CH2:24][O:25][CH2:26]3)[CH:7]=1. (7) Given the reactants FC(F)(F)S(O[C:7]1[C:20]2[S:19][C:18]3[C:13](=[CH:14][CH:15]=[CH:16][CH:17]=3)[C:12](=[O:21])[C:11]=2[C:10]([F:22])=[CH:9][CH:8]=1)(=O)=O.[B:25]1([B:25]2[O:29][C:28]([CH3:31])([CH3:30])[C:27]([CH3:33])([CH3:32])[O:26]2)[O:29][C:28]([CH3:31])([CH3:30])[C:27]([CH3:33])([CH3:32])[O:26]1.C([O-])(=O)C.[K+].N#N, predict the reaction product. The product is: [F:22][C:10]1[C:11]2[C:12](=[O:21])[C:13]3[C:18](=[CH:17][CH:16]=[CH:15][CH:14]=3)[S:19][C:20]=2[C:7]([B:25]2[O:29][C:28]([CH3:31])([CH3:30])[C:27]([CH3:33])([CH3:32])[O:26]2)=[CH:8][CH:9]=1.